This data is from NCI-60 drug combinations with 297,098 pairs across 59 cell lines. The task is: Regression. Given two drug SMILES strings and cell line genomic features, predict the synergy score measuring deviation from expected non-interaction effect. (1) Drug 1: COC1=CC(=CC(=C1O)OC)C2C3C(COC3=O)C(C4=CC5=C(C=C24)OCO5)OC6C(C(C7C(O6)COC(O7)C8=CC=CS8)O)O. Drug 2: CN(C(=O)NC(C=O)C(C(C(CO)O)O)O)N=O. Cell line: TK-10. Synergy scores: CSS=14.4, Synergy_ZIP=-4.60, Synergy_Bliss=-5.47, Synergy_Loewe=-27.3, Synergy_HSA=-3.52. (2) Drug 1: CCCS(=O)(=O)NC1=C(C(=C(C=C1)F)C(=O)C2=CNC3=C2C=C(C=N3)C4=CC=C(C=C4)Cl)F. Drug 2: CC12CCC(CC1=CCC3C2CCC4(C3CC=C4C5=CN=CC=C5)C)O. Cell line: HCT116. Synergy scores: CSS=6.70, Synergy_ZIP=-1.10, Synergy_Bliss=0.185, Synergy_Loewe=-4.63, Synergy_HSA=-2.29. (3) Drug 1: CNC(=O)C1=CC=CC=C1SC2=CC3=C(C=C2)C(=NN3)C=CC4=CC=CC=N4. Drug 2: CN1C(=O)N2C=NC(=C2N=N1)C(=O)N. Cell line: SF-539. Synergy scores: CSS=2.66, Synergy_ZIP=-6.53, Synergy_Bliss=-7.77, Synergy_Loewe=-14.2, Synergy_HSA=-7.10.